This data is from Full USPTO retrosynthesis dataset with 1.9M reactions from patents (1976-2016). The task is: Predict the reactants needed to synthesize the given product. (1) Given the product [CH2:30]([C:10]1[CH:9]=[C:8]([C:11]2[C:16]([O:17][CH3:18])=[CH:15][CH:14]=[C:13]([CH2:19][CH:20]([OH:23])[CH2:21][OH:22])[CH:12]=2)[CH:7]=[CH:6][C:5]=1[OH:4])[CH:27]=[CH2:28], predict the reactants needed to synthesize it. The reactants are: C([O:4][C:5]1[CH:10]=[CH:9][C:8]([C:11]2[C:16]([O:17][CH3:18])=[CH:15][CH:14]=[C:13]([CH2:19][CH:20]([OH:23])[CH2:21][OH:22])[CH:12]=2)=[CH:7][CH:6]=1)C=C.[Al](Cl)([CH2:27][CH3:28])CC.[CH2:30](Cl)Cl. (2) Given the product [CH3:1][O:2][C:3]1[CH:4]=[C:5]([S:13][CH2:20][C:21](=[O:27])[CH2:22][C:23]([O:25][CH3:26])=[O:24])[CH:6]=[C:7]([C:9]([F:10])([F:11])[F:12])[CH:8]=1, predict the reactants needed to synthesize it. The reactants are: [CH3:1][O:2][C:3]1[CH:4]=[C:5]([SH:13])[CH:6]=[C:7]([C:9]([F:12])([F:11])[F:10])[CH:8]=1.CN(C=O)C.Cl[CH2:20][C:21](=[O:27])[CH2:22][C:23]([O:25][CH3:26])=[O:24].C([O-])([O-])=O.[K+].[K+]. (3) Given the product [C:18]1([NH:17][CH:6]([C:12]2[S:13][CH:14]=[CH:15][CH:16]=2)[C:7]([O:9][CH2:10][CH3:11])=[O:8])[CH:23]=[CH:22][CH:21]=[CH:20][CH:19]=1, predict the reactants needed to synthesize it. The reactants are: CS(O[CH:6]([C:12]1[S:13][CH:14]=[CH:15][CH:16]=1)[C:7]([O:9][CH2:10][CH3:11])=[O:8])(=O)=O.[NH2:17][C:18]1[CH:23]=[CH:22][CH:21]=[CH:20][CH:19]=1.CCN(C(C)C)C(C)C. (4) Given the product [Br:10][C:11]1[CH:16]=[CH:15][C:14]([O:7][C:1]2[CH:6]=[CH:5][CH:4]=[CH:3][CH:2]=2)=[CH:13][N:12]=1, predict the reactants needed to synthesize it. The reactants are: [C:1]1([OH:7])[CH:6]=[CH:5][CH:4]=[CH:3][CH:2]=1.[H-].[Na+].[Br:10][C:11]1[CH:16]=[C:15](Br)[CH:14]=[CH:13][N:12]=1. (5) Given the product [CH3:24][C@:21]12[C@@:20]3([CH3:25])[C@@H:11]([C@:12]4([CH3:37])[C@@H:17]([CH2:18][CH2:19]3)[C:16]([CH3:26])([CH3:27])[C:15]([C:28]3[CH:36]=[CH:35][C:31]([C:32]([OH:34])=[O:33])=[CH:30][CH:29]=3)=[CH:14][CH2:13]4)[CH2:10][CH2:9][C@@H:8]1[C@H:7]1[C@H:38]([C:41]([CH3:43])=[CH2:42])[CH2:39][CH2:40][C@:6]1([NH:5][CH2:47][C:48]1[N:49]=[CH:50][S:51][CH:52]=1)[CH2:23][CH2:22]2, predict the reactants needed to synthesize it. The reactants are: CN(C)C(=O)C[NH:5][C@:6]12[CH2:40][CH2:39][C@@H:38]([C:41]([CH3:43])=[CH2:42])[C@@H:7]1[C@@H:8]1[C@@:21]([CH3:24])([CH2:22][CH2:23]2)[C@@:20]2([CH3:25])[C@@H:11]([C@:12]3([CH3:37])[C@@H:17]([CH2:18][CH2:19]2)[C:16]([CH3:27])([CH3:26])[C:15]([C:28]2[CH:36]=[CH:35][C:31]([C:32]([OH:34])=[O:33])=[CH:30][CH:29]=2)=[CH:14][CH2:13]3)[CH2:10][CH2:9]1.Cl[CH2:47][C:48]1[N:49]=[CH:50][S:51][CH:52]=1. (6) Given the product [Cl:39][C:40]1[CH:41]=[C:42]([C:47]([CH:6]2[CH2:7][CH2:8][N:9]([S:12]([C:15]3[C:16]([CH3:22])=[N:17][N:18]([CH3:21])[C:19]=3[CH3:20])(=[O:13])=[O:14])[CH2:10][CH2:11]2)=[O:48])[CH:43]=[CH:44][C:45]=1[Cl:46], predict the reactants needed to synthesize it. The reactants are: ClC1C=C(C=CC=1Cl)O[CH:6]1[CH2:11][CH2:10][N:9]([S:12]([C:15]2[C:16]([CH3:22])=[N:17][N:18]([CH3:21])[C:19]=2[CH3:20])(=[O:14])=[O:13])[CH2:8][CH2:7]1.CN1C(C)=C(S(Cl)(=O)=O)C(C)=N1.[Cl:39][C:40]1[CH:41]=[C:42]([C:47](C2CCNCC2)=[O:48])[CH:43]=[CH:44][C:45]=1[Cl:46].